Dataset: Peptide-MHC class I binding affinity with 185,985 pairs from IEDB/IMGT. Task: Regression. Given a peptide amino acid sequence and an MHC pseudo amino acid sequence, predict their binding affinity value. This is MHC class I binding data. (1) The peptide sequence is SAGPALCTM. The binding affinity (normalized) is 0.475. The MHC is H-2-Db with pseudo-sequence H-2-Db. (2) The peptide sequence is TIEDDKIVTM. The binding affinity (normalized) is 0.123. The MHC is HLA-A02:01 with pseudo-sequence HLA-A02:01. (3) The peptide sequence is RMYGISPWT. The MHC is HLA-A30:01 with pseudo-sequence HLA-A30:01. The binding affinity (normalized) is 0.0847. (4) The binding affinity (normalized) is 0.739. The MHC is HLA-A33:01 with pseudo-sequence HLA-A33:01. The peptide sequence is TAMAFHLSTR. (5) The MHC is HLA-B18:01 with pseudo-sequence HLA-B18:01. The binding affinity (normalized) is 0.0847. The peptide sequence is SIYAGNTPK.